This data is from Forward reaction prediction with 1.9M reactions from USPTO patents (1976-2016). The task is: Predict the product of the given reaction. (1) The product is: [NH2:33][C@H:29]1[CH2:30][CH2:31][CH2:32][N:27]([C:2]2[CH:11]=[CH:10][C:9]3[C:8]([C:12]([NH:14][CH2:15][C:16]45[CH2:25][CH:20]6[CH2:21][CH:22]([CH2:24][CH:18]([CH2:19]6)[CH2:17]4)[CH2:23]5)=[O:13])=[C:7]([Cl:26])[CH:6]=[CH:5][C:4]=3[N:3]=2)[CH2:28]1. Given the reactants Cl[C:2]1[CH:11]=[CH:10][C:9]2[C:8]([C:12]([NH:14][CH2:15][C:16]34[CH2:25][CH:20]5[CH2:21][CH:22]([CH2:24][CH:18]([CH2:19]5)[CH2:17]3)[CH2:23]4)=[O:13])=[C:7]([Cl:26])[CH:6]=[CH:5][C:4]=2[N:3]=1.[NH:27]1[CH2:32][CH2:31][CH2:30][C@H:29]([NH2:33])[CH2:28]1.C(=O)([O-])O.[Na+], predict the reaction product. (2) Given the reactants [OH:1][C:2]1[N:3]=[CH:4][C:5]([C:8]([O:10][CH3:11])=[O:9])=[N:6][CH:7]=1.[CH3:12][S:13](Cl)(=[O:15])=[O:14].CCN(CC)CC.C([O-])([O-])=O.[Na+].[Na+], predict the reaction product. The product is: [CH3:11][O:10][C:8]([C:5]1[CH:4]=[N:3][C:2]([O:1][S:13]([CH3:12])(=[O:15])=[O:14])=[CH:7][N:6]=1)=[O:9]. (3) Given the reactants Cl.[N:2]1[CH:7]=[CH:6][CH:5]=[CH:4][C:3]=1[C:8]([NH2:10])=[NH:9].C[O:12][CH:13]=[C:14]([C:19]#[C:20][Si:21]([CH3:24])([CH3:23])[CH3:22])[C:15](OC)=O.C(N(CC)CC)C, predict the reaction product. The product is: [N:2]1[CH:7]=[CH:6][CH:5]=[CH:4][C:3]=1[C:8]1[N:10]=[C:13]([OH:12])[C:14]([C:19]#[C:20][Si:21]([CH3:24])([CH3:23])[CH3:22])=[CH:15][N:9]=1. (4) Given the reactants [C:1]([O:5][C:6]([N:8]1[CH2:13][C@H:12]([CH2:14][N:15]2[CH2:19][CH2:18][CH2:17][C:16]2=[O:20])[N:11]([CH2:21][C:22]([O:24]CC2C=CC=CC=2)=[O:23])[CH2:10][C@H:9]1[CH3:32])=[O:7])([CH3:4])([CH3:3])[CH3:2], predict the reaction product. The product is: [C:1]([O:5][C:6]([N:8]1[CH2:13][C@H:12]([CH2:14][N:15]2[CH2:19][CH2:18][CH2:17][C:16]2=[O:20])[N:11]([CH2:21][C:22]([OH:24])=[O:23])[CH2:10][C@H:9]1[CH3:32])=[O:7])([CH3:4])([CH3:2])[CH3:3]. (5) The product is: [O:4]1[CH2:1][CH2:11][CH:10]([CH2:15][O:7][C:8]2[CH:9]=[C:10]([CH:15]=[CH:16][CH:17]=2)[C:11]([O:13][CH3:14])=[O:12])[CH2:9][CH2:8]1. Given the reactants [C:1]([O-:4])([O-])=O.[K+].[K+].[OH:7][C:8]1[CH:9]=[C:10]([CH:15]=[CH:16][CH:17]=1)[C:11]([O:13][CH3:14])=[O:12], predict the reaction product.